This data is from hERG potassium channel inhibition data for cardiac toxicity prediction from Karim et al.. The task is: Regression/Classification. Given a drug SMILES string, predict its toxicity properties. Task type varies by dataset: regression for continuous values (e.g., LD50, hERG inhibition percentage) or binary classification for toxic/non-toxic outcomes (e.g., AMES mutagenicity, cardiotoxicity, hepatotoxicity). Dataset: herg_karim. (1) The drug is Cc1ccc2c(N3CCN(CCCc4cccc5c4OCC(=O)N5C)CC3)cccc2n1. The result is 1 (blocker). (2) The molecule is C[C@@H]1CCCN1CCc1cc2cc(-c3cncc(C#N)c3)ccc2o1. The result is 1 (blocker). (3) The molecule is COc1ccc2c(c1)c(NC1CCN(Cc3ccc4c(c3)OCO4)CC1)cc(=O)n2C. The result is 1 (blocker).